Dataset: Reaction yield outcomes from USPTO patents with 853,638 reactions. Task: Predict the reaction yield, written as a fraction of the theoretical maximum amount of product (1.0 means a 100% yield; for example, 0.34 means a 34% yield). (1) The reactants are FC(F)(F)S([O:6][C:7]1[CH:8]=[C:9]2[C:15]([Br:16])=[CH:14][S:13][C:10]2=[CH:11][N:12]=1)(=O)=O.O.[OH-].[Li+]. The catalyst is CS(C)=O. The product is [Br:16][C:15]1[C:9]2[C:10](=[CH:11][N:12]=[C:7]([OH:6])[CH:8]=2)[S:13][CH:14]=1. The yield is 1.00. (2) The reactants are [Cl:1][C:2]1[CH:10]=[C:6]([C:7]([OH:9])=O)[C:5]([OH:11])=[CH:4][CH:3]=1.[Cl:12][C:13]1[CH:19]=[CH:18][C:17]([Cl:20])=[CH:16][C:14]=1[NH2:15]. No catalyst specified. The product is [Cl:1][C:2]1[CH:3]=[CH:4][C:5]([OH:11])=[C:6]([CH:10]=1)[C:7]([NH:15][C:14]1[CH:16]=[C:17]([Cl:20])[CH:18]=[CH:19][C:13]=1[Cl:12])=[O:9]. The yield is 0.108. (3) The reactants are [NH:1]1[C:9]2[CH2:8][CH2:7][CH:6]([NH:10][C:11](=[O:17])[O:12][C:13]([CH3:16])([CH3:15])[CH3:14])[CH2:5][C:4]=2[CH:3]=[N:2]1.Br[C:19]1[S:20][C:21]([C:25]([O:27][CH2:28][CH3:29])=[O:26])=[C:22]([CH3:24])[N:23]=1.N1CCC[C@H]1C(O)=O.C(=O)([O-])[O-].[K+].[K+]. The catalyst is [Cu]I. The product is [C:13]([O:12][C:11]([NH:10][CH:6]1[CH2:7][CH2:8][C:9]2[N:1]([C:19]3[S:20][C:21]([C:25]([O:27][CH2:28][CH3:29])=[O:26])=[C:22]([CH3:24])[N:23]=3)[N:2]=[CH:3][C:4]=2[CH2:5]1)=[O:17])([CH3:14])([CH3:16])[CH3:15]. The yield is 0.230. (4) The reactants are [Cl:1][C:2]1[CH:3]=[CH:4][C:5]2[O:9][C:8]([S:10][C:11]3[CH:12]=[CH:13][C:14](=[O:17])[NH:15][N:16]=3)=[C:7]([CH3:18])[C:6]=2[CH:19]=1.C(OO)(=[O:22])C. The catalyst is C(O)(=O)C. The product is [Cl:1][C:2]1[CH:3]=[CH:4][C:5]2[O:9][C:8]([S:10]([C:11]3[CH:12]=[CH:13][C:14](=[O:17])[NH:15][N:16]=3)=[O:22])=[C:7]([CH3:18])[C:6]=2[CH:19]=1. The yield is 0.730. (5) The reactants are [C:1]([C@:3]1([OH:10])[CH2:7][CH2:6][N:5]([CH3:8])[C:4]1=[O:9])#[CH:2].Br[C:12]1[CH:13]=[CH:14][C:15]2[O:21][CH2:20][CH2:19][N:18]3[C:22]([CH2:28][N:29]4[C:33]5[CH:34]=[CH:35][CH:36]=[CH:37][C:32]=5[N:31]=[C:30]4[CH3:38])=[C:23]([C:25]([NH2:27])=[O:26])[N:24]=[C:17]3[C:16]=2[CH:39]=1. The catalyst is CS(C)=O.C1C=CC([P]([Pd]([P](C2C=CC=CC=2)(C2C=CC=CC=2)C2C=CC=CC=2)([P](C2C=CC=CC=2)(C2C=CC=CC=2)C2C=CC=CC=2)[P](C2C=CC=CC=2)(C2C=CC=CC=2)C2C=CC=CC=2)(C2C=CC=CC=2)C2C=CC=CC=2)=CC=1. The product is [OH:10][C@@:3]1([C:1]#[C:2][C:12]2[CH:13]=[CH:14][C:15]3[O:21][CH2:20][CH2:19][N:18]4[C:22]([CH2:28][N:29]5[C:33]6[CH:34]=[CH:35][CH:36]=[CH:37][C:32]=6[N:31]=[C:30]5[CH3:38])=[C:23]([C:25]([NH2:27])=[O:26])[N:24]=[C:17]4[C:16]=3[CH:39]=2)[CH2:7][CH2:6][N:5]([CH3:8])[C:4]1=[O:9]. The yield is 0.190. (6) The yield is 0.150. The catalyst is CN(C=O)C.Cl[Pd](Cl)([P](C1C=CC=CC=1)(C1C=CC=CC=1)C1C=CC=CC=1)[P](C1C=CC=CC=1)(C1C=CC=CC=1)C1C=CC=CC=1.C(OCC)(=O)C.CCCCCC. The reactants are [CH2:1]([O:3][C:4]([C:6]1[O:7][C:8]2[CH:15]=[CH:14][CH:13]=[C:12](OS(C(F)(F)F)(=O)=O)[C:9]=2[C:10]=1[CH3:11])=[O:5])[CH3:2].CCN(CC)CC.[CH:31]1([C:34]#[C:35][Si](C)(C)C)[CH2:33][CH2:32]1.[F-].C([N+](CCCC)(CCCC)CCCC)CCC. The product is [CH2:1]([O:3][C:4]([C:6]1[O:7][C:8]2[CH:15]=[CH:14][CH:13]=[C:12]([C:35]#[C:34][CH:31]3[CH2:33][CH2:32]3)[C:9]=2[C:10]=1[CH3:11])=[O:5])[CH3:2]. (7) The reactants are C[CH:2]1[CH2:7][CH2:6][CH2:5][CH2:4][NH:3]1.[Br:8][C:9]1[CH:14]=[CH:13][C:12]([C:15]2[O:16][C:17]([CH3:27])=[C:18]([CH2:20][CH2:21]OS(C)(=O)=O)[N:19]=2)=[CH:11][CH:10]=1.ClCCl. The catalyst is O1CCCC1. The product is [Br:8][C:9]1[CH:10]=[CH:11][C:12]([C:15]2[O:16][C:17]([CH3:27])=[C:18]([CH2:20][CH2:21][N:3]3[CH2:2][CH2:7][CH2:6][CH2:5][CH2:4]3)[N:19]=2)=[CH:13][CH:14]=1. The yield is 0.670. (8) The reactants are [CH2:1]([O:3][C:4]([C:6]1[NH:7][C:8]([CH3:11])=[CH:9][CH:10]=1)=[O:5])[CH3:2].[F:12][C:13]1[CH:14]=[C:15]([CH2:19][C:20](Cl)=[O:21])[CH:16]=[CH:17][CH:18]=1. The catalyst is ClCCCl. The yield is 0.780. The product is [CH2:1]([O:3][C:4]([C:6]1[NH:7][C:8]([CH3:11])=[C:9]([C:20](=[O:21])[CH2:19][C:15]2[CH:16]=[CH:17][CH:18]=[C:13]([F:12])[CH:14]=2)[CH:10]=1)=[O:5])[CH3:2]. (9) The reactants are [OH:1][CH2:2][C:3]1[S:7][C:6]([N:8]2[CH2:12][CH2:11][N:10]([CH2:13][C:14]3[CH:19]=[CH:18][C:17]([C:20]([F:23])([F:22])[F:21])=[CH:16][CH:15]=3)[C:9]2=[O:24])=[N:5][C:4]=1[CH3:25]. The catalyst is ClCCl.C(OCC)(=O)C. The product is [CH3:25][C:4]1[N:5]=[C:6]([N:8]2[CH2:12][CH2:11][N:10]([CH2:13][C:14]3[CH:19]=[CH:18][C:17]([C:20]([F:23])([F:22])[F:21])=[CH:16][CH:15]=3)[C:9]2=[O:24])[S:7][C:3]=1[CH:2]=[O:1]. The yield is 0.800.